From a dataset of Reaction yield outcomes from USPTO patents with 853,638 reactions. Predict the reaction yield, written as a fraction of the theoretical maximum amount of product (1.0 means a 100% yield; for example, 0.34 means a 34% yield). (1) The reactants are [F:1][C:2]([F:29])([F:28])[C:3]1[CH:4]=[C:5]2[CH:11]=[C:10]([C:12]3[N:17]=[CH:16][C:15]([S:18]([NH:21][C@@H:22]([CH3:27])[C:23]([F:26])([F:25])[F:24])(=[O:20])=[O:19])=[CH:14][CH:13]=3)[NH:9][C:6]2=[N:7][CH:8]=1.I[C:31]1[CH:36]=[CH:35][CH:34]=[CH:33][CH:32]=1.C([O-])([O-])=O.[K+].[K+].CN(C)C1CCCCC1N. The catalyst is [Cu]I.C(O)(=O)C.O.CN(C=O)C. The product is [C:31]1([N:9]2[C:6]3=[N:7][CH:8]=[C:3]([C:2]([F:28])([F:1])[F:29])[CH:4]=[C:5]3[CH:11]=[C:10]2[C:12]2[N:17]=[CH:16][C:15]([S:18]([NH:21][C@@H:22]([CH3:27])[C:23]([F:24])([F:25])[F:26])(=[O:19])=[O:20])=[CH:14][CH:13]=2)[CH:36]=[CH:35][CH:34]=[CH:33][CH:32]=1. The yield is 0.530. (2) The product is [CH3:12][O:11][C:7]1[CH:6]=[C:5]([C:3]2[N:13]=[C:14]([NH2:16])[S:15][CH:2]=2)[CH:10]=[CH:9][CH:8]=1. The catalyst is C(O)C. The yield is 0.943. The reactants are Br[CH2:2][C:3]([C:5]1[CH:10]=[CH:9][CH:8]=[C:7]([O:11][CH3:12])[CH:6]=1)=O.[NH2:13][C:14]([NH2:16])=[S:15]. (3) The yield is 0.560. The catalyst is C(Cl)(Cl)Cl. The reactants are [Cl:1][C:2]1[CH:3]=[N:4][N:5]([CH3:17])[C:6]=1[C:7]1[CH:8]=[C:9]([C:14]([OH:16])=O)[S:10][C:11]=1[O:12][CH3:13].[NH2:18][C@@H:19]([CH2:32][C:33]1[CH:38]=[CH:37][CH:36]=[C:35]([C:39]([F:42])([F:41])[F:40])[CH:34]=1)[CH2:20][N:21]1[C:29](=[O:30])[C:28]2[C:23](=[CH:24][CH:25]=[CH:26][CH:27]=2)[C:22]1=[O:31].CC(OC(N[C@H](C(O)=O)CC1C=CC=CC=1C(F)(F)F)=O)(C)C.C1CN([P+](Br)(N2CCCC2)N2CCCC2)CC1.F[P-](F)(F)(F)(F)F.CCN(C(C)C)C(C)C. The product is [Cl:1][C:2]1[CH:3]=[N:4][N:5]([CH3:17])[C:6]=1[C:7]1[CH:8]=[C:9]([C:14]([NH:18][C@@H:19]([CH2:32][C:33]2[CH:38]=[CH:37][CH:36]=[C:35]([C:39]([F:42])([F:40])[F:41])[CH:34]=2)[CH2:20][N:21]2[C:22](=[O:31])[C:23]3[C:28](=[CH:27][CH:26]=[CH:25][CH:24]=3)[C:29]2=[O:30])=[O:16])[S:10][C:11]=1[O:12][CH3:13]. (4) The reactants are [NH2:1][C:2]1[CH:3]=[CH:4][C:5]([NH:8][C:9]2[CH:14]=[C:13]([CH3:15])[N:12]=[C:11]([NH2:16])[N:10]=2)=[N:6][CH:7]=1.C(N(CC)C1C=CC=CC=1)C.[N+:28]([C:31]1[CH:39]=[CH:38][C:34]([C:35](Cl)=[O:36])=[CH:33][CH:32]=1)([O-:30])=[O:29]. The catalyst is O1CCOCC1. The product is [NH2:16][C:11]1[N:10]=[C:9]([NH:8][C:5]2[N:6]=[CH:7][C:2]([NH:1][C:35](=[O:36])[C:34]3[CH:33]=[CH:32][C:31]([N+:28]([O-:30])=[O:29])=[CH:39][CH:38]=3)=[CH:3][CH:4]=2)[CH:14]=[C:13]([CH3:15])[N:12]=1. The yield is 0.970. (5) The reactants are [F:1][C:2]1[C:21]([NH:22][S:23]([CH2:26][CH2:27][CH3:28])(=[O:25])=[O:24])=[CH:20][CH:19]=[C:18]([F:29])[C:3]=1[C:4]([C:6]1[C:14]2[C:9](=[N:10][CH:11]=[C:12]([C:15](O)=[O:16])[CH:13]=2)[NH:8][CH:7]=1)=[O:5].[CH2:30]([NH2:32])[CH3:31].F[P-](F)(F)(F)(F)F.Br[P+](N1CCCC1)(N1CCCC1)N1CCCC1.C(N(CC)CC)C. The catalyst is O1CCCC1.O. The product is [CH2:30]([NH:32][C:15]([C:12]1[CH:13]=[C:14]2[C:6]([C:4](=[O:5])[C:3]3[C:18]([F:29])=[CH:19][CH:20]=[C:21]([NH:22][S:23]([CH2:26][CH2:27][CH3:28])(=[O:24])=[O:25])[C:2]=3[F:1])=[CH:7][NH:8][C:9]2=[N:10][CH:11]=1)=[O:16])[CH3:31]. The yield is 0.330. (6) The reactants are [F:1][C:2]1[C:7]([C:8]2[NH:12][CH:11]=[C:10]([CH:13]=[O:14])[CH:9]=2)=[CH:6][CH:5]=[CH:4][N:3]=1.[Cl:15]N1C(=O)CCC1=O.O. The catalyst is CN(C)C=O. The product is [Cl:15][C:9]1[C:10]([CH:13]=[O:14])=[CH:11][NH:12][C:8]=1[C:7]1[C:2]([F:1])=[N:3][CH:4]=[CH:5][CH:6]=1. The yield is 0.440. (7) The reactants are [NH2:1][C:2]1[N:6]([C:7]2[CH:12]=[CH:11][CH:10]=[CH:9][CH:8]=2)[N:5]=[C:4]([C:13]([O:15]CC)=[O:14])[C:3]=1[CH3:18].[Li+].[OH-]. The catalyst is C1COCC1.CO. The product is [NH2:1][C:2]1[N:6]([C:7]2[CH:12]=[CH:11][CH:10]=[CH:9][CH:8]=2)[N:5]=[C:4]([C:13]([OH:15])=[O:14])[C:3]=1[CH3:18]. The yield is 0.960. (8) The reactants are [NH:1]1[CH2:6][CH2:5][CH2:4][CH2:3][C@@H:2]1[C:7]([O:9][CH3:10])=[O:8].C([O-])([O-])=O.[K+].[K+].Br[CH2:18][CH2:19][O:20][C:21]1[CH:26]=[CH:25][CH:24]=[CH:23][CH:22]=1.CCOC(C)=O. The yield is 0.640. The product is [O:20]([CH2:19][CH2:18][N:1]1[CH2:6][CH2:5][CH2:4][CH2:3][C@@H:2]1[C:7]([O:9][CH3:10])=[O:8])[C:21]1[CH:26]=[CH:25][CH:24]=[CH:23][CH:22]=1. The catalyst is CN(C=O)C. (9) The reactants are [Cl:1][C:2]1[N:7]=[N:6][C:5]([C:8](OCC)=[O:9])=[C:4]([NH:13][C:14]2[CH:19]=[C:18]([CH3:20])[CH:17]=[C:16]([CH3:21])[N:15]=2)[CH:3]=1.[NH3:22]. The catalyst is CO. The product is [Cl:1][C:2]1[N:7]=[N:6][C:5]([C:8]([NH2:22])=[O:9])=[C:4]([NH:13][C:14]2[CH:19]=[C:18]([CH3:20])[CH:17]=[C:16]([CH3:21])[N:15]=2)[CH:3]=1. The yield is 0.940. (10) The reactants are CO[C:3](=[O:21])[CH:4]([C:13]1[CH:18]=[CH:17][C:16]([Cl:19])=[C:15]([Cl:20])[CH:14]=1)[CH2:5][CH:6]1[CH2:10][CH2:9][CH2:8][C:7]1([F:12])[F:11].[NH2:22][C:23]1[S:24][CH:25]=[CH:26][N:27]=1.C[O-].[Mg+2].C[O-].CO. No catalyst specified. The product is [Cl:20][C:15]1[CH:14]=[C:13]([CH:4]([CH2:5][CH:6]2[CH2:10][CH2:9][CH2:8][C:7]2([F:11])[F:12])[C:3]([NH:22][C:23]2[S:24][CH:25]=[CH:26][N:27]=2)=[O:21])[CH:18]=[CH:17][C:16]=1[Cl:19]. The yield is 0.230.